Predict the reactants needed to synthesize the given product. From a dataset of Full USPTO retrosynthesis dataset with 1.9M reactions from patents (1976-2016). (1) Given the product [Br:1][C:2]1[CH:7]=[CH:6][C:5]([O:8][CH:12]([F:17])[F:16])=[C:4]([Cl:9])[CH:3]=1, predict the reactants needed to synthesize it. The reactants are: [Br:1][C:2]1[CH:7]=[CH:6][C:5]([OH:8])=[C:4]([Cl:9])[CH:3]=1.O.Cl[C:12]([F:17])([F:16])C([O-])=O.[Na+].C(=O)([O-])[O-].[Cs+].[Cs+]. (2) Given the product [Br:1][C:2]1[C:3]([S:8][CH:10]2[CH2:15][CH2:14][N:13]([C:16]([O:18][C:19]([CH3:22])([CH3:21])[CH3:20])=[O:17])[CH2:12][CH2:11]2)=[N:4][CH:5]=[CH:6][CH:7]=1, predict the reactants needed to synthesize it. The reactants are: [Br:1][C:2]1[C:3]([SH:8])=[N:4][CH:5]=[CH:6][CH:7]=1.Br[CH:10]1[CH2:15][CH2:14][N:13]([C:16]([O:18][C:19]([CH3:22])([CH3:21])[CH3:20])=[O:17])[CH2:12][CH2:11]1.C([O-])([O-])=O.[K+].[K+]. (3) The reactants are: I[C:2]1[CH:7]=[CH:6][CH:5]=[C:4]([C:8]([F:11])([F:10])[F:9])[CH:3]=1.[CH3:12][O:13][C:14](=[O:39])[C:15]1[CH:20]=[CH:19][CH:18]=[C:17]([CH2:21][N:22]([C:33]2[CH:38]=[CH:37][CH:36]=[CH:35][CH:34]=2)[C:23](=[O:32])[C:24]#[C:25][C:26]2[CH:31]=[CH:30][CH:29]=[CH:28][CH:27]=2)[CH:16]=1. Given the product [CH3:12][O:13][C:14](=[O:39])[C:15]1[CH:20]=[CH:19][CH:18]=[C:17]([CH2:21][N:22]2[C:33]3[C:38](=[CH:37][CH:36]=[CH:35][CH:34]=3)/[C:24](=[C:25](/[C:26]3[CH:27]=[CH:28][CH:29]=[CH:30][CH:31]=3)\[C:2]3[CH:7]=[CH:6][CH:5]=[C:4]([C:8]([F:11])([F:10])[F:9])[CH:3]=3)/[C:23]2=[O:32])[CH:16]=1, predict the reactants needed to synthesize it. (4) Given the product [Cl:14][C:15]1[C:24]2[C:19](=[CH:20][CH:21]=[C:22]([C:25]([C:27]3[N:31]([CH3:32])[C:30]([CH3:33])=[N:29][CH:28]=3)([C:7]3[N:11]([CH3:12])[C:10]([CH3:13])=[N:9][CH:8]=3)[OH:26])[CH:23]=2)[N:18]=[C:17]([O:34][CH3:35])[C:16]=1[CH2:36][C:37]1[CH:38]=[CH:39][C:40]([F:43])=[CH:41][CH:42]=1, predict the reactants needed to synthesize it. The reactants are: [Li]CCCC.Br[C:7]1[N:11]([CH3:12])[C:10]([CH3:13])=[N:9][CH:8]=1.[Cl:14][C:15]1[C:24]2[C:19](=[CH:20][CH:21]=[C:22]([C:25]([C:27]3[N:31]([CH3:32])[C:30]([CH3:33])=[N:29][CH:28]=3)=[O:26])[CH:23]=2)[N:18]=[C:17]([O:34][CH3:35])[C:16]=1[CH2:36][C:37]1[CH:42]=[CH:41][C:40]([F:43])=[CH:39][CH:38]=1. (5) Given the product [Br:1][C:2]1[CH:3]=[C:4]([NH:8][CH:13]([C:12]2[CH:11]=[C:10]([CH3:9])[CH:17]=[CH:16][CH:15]=2)[C:22]#[N:23])[CH:5]=[N:6][CH:7]=1, predict the reactants needed to synthesize it. The reactants are: [Br:1][C:2]1[CH:3]=[C:4]([NH2:8])[CH:5]=[N:6][CH:7]=1.[CH3:9][C:10]1[CH:11]=[C:12]([CH:15]=[CH:16][CH:17]=1)[CH:13]=O.[Si]([C:22]#[N:23])(C)(C)C. (6) Given the product [F:30][C:23]1[CH:22]=[C:21]([CH:31]([NH:33][C:34]([C:36]2[N:37]=[C:38]([C:5]3[CH:4]=[C:3]([C:2]([F:17])([F:16])[F:1])[CH:8]=[C:7]([C:9]([F:12])([F:11])[F:10])[CH:6]=3)[O:39][CH:40]=2)=[O:35])[CH3:32])[CH:20]=[C:19]([F:18])[C:24]=1[NH:25][S:26]([CH3:29])(=[O:28])=[O:27], predict the reactants needed to synthesize it. The reactants are: [F:1][C:2]([F:17])([F:16])[C:3]1[CH:4]=[C:5](B(O)O)[CH:6]=[C:7]([C:9]([F:12])([F:11])[F:10])[CH:8]=1.[F:18][C:19]1[CH:20]=[C:21]([CH:31]([NH:33][C:34]([C:36]2[N:37]=[C:38](Cl)[O:39][CH:40]=2)=[O:35])[CH3:32])[CH:22]=[C:23]([F:30])[C:24]=1[NH:25][S:26]([CH3:29])(=[O:28])=[O:27].C([O-])([O-])=O.[Cs+].[Cs+]. (7) Given the product [F:2][C:3]1[CH:8]=[CH:7][N:6]=[C:5]([N+:10]([O-:12])=[O:11])[C:4]=1[OH:9], predict the reactants needed to synthesize it. The reactants are: Cl.[F:2][C:3]1[CH:8]=[CH:7][N:6]=[CH:5][C:4]=1[OH:9].[N+:10]([O-])([OH:12])=[O:11].[OH-].[Na+]. (8) The reactants are: Cl.[NH2:2][C@@H:3]1[CH2:8][CH2:7][C@H:6]([NH:9][C:10]([C:12]2[C:16]3=[N:17][CH:18]=[CH:19][C:20]([C:21]4[CH:26]=[C:25]([O:27][CH3:28])[C:24]([F:29])=[CH:23][C:22]=4[O:30][CH2:31][CH:32]4[CH2:34][CH2:33]4)=[C:15]3[NH:14][C:13]=2[CH3:35])=[O:11])[CH2:5][CH2:4]1.[C:36](Cl)(=[O:39])[CH2:37][CH3:38]. Given the product [CH:32]1([CH2:31][O:30][C:22]2[CH:23]=[C:24]([F:29])[C:25]([O:27][CH3:28])=[CH:26][C:21]=2[C:20]2[CH:19]=[CH:18][N:17]=[C:16]3[C:12]([C:10]([NH:9][C@H:6]4[CH2:7][CH2:8][C@@H:3]([NH:2][C:36](=[O:39])[CH2:37][CH3:38])[CH2:4][CH2:5]4)=[O:11])=[C:13]([CH3:35])[NH:14][C:15]=23)[CH2:33][CH2:34]1, predict the reactants needed to synthesize it.